From a dataset of Forward reaction prediction with 1.9M reactions from USPTO patents (1976-2016). Predict the product of the given reaction. The product is: [C:1]1([CH2:7][CH2:8][CH2:9][CH2:10][CH2:11][CH2:12][CH2:13][CH2:14][C:15]2[CH:16]=[CH:17][C:18]([C:19]([OH:21])=[O:20])=[CH:23][CH:24]=2)[CH:2]=[CH:3][CH:4]=[CH:5][CH:6]=1. Given the reactants [C:1]1([CH2:7][CH2:8][CH2:9][CH2:10][CH2:11][CH2:12][CH2:13][CH2:14][C:15]2[CH:24]=[CH:23][C:18]([C:19]([O:21]C)=[O:20])=[CH:17][CH:16]=2)[CH:6]=[CH:5][CH:4]=[CH:3][CH:2]=1.[OH-].[Na+], predict the reaction product.